Binary Classification. Given a drug SMILES string, predict its activity (active/inactive) in a high-throughput screening assay against a specified biological target. From a dataset of HIV replication inhibition screening data with 41,000+ compounds from the AIDS Antiviral Screen. (1) The result is 0 (inactive). The compound is O=c1ccn(COC(COCc2ccccc2)COCc2ccccc2)c(=O)[nH]1. (2) The drug is CCOC(=O)CCNC(=O)c1cc(C)cc2c1Oc1c(cc(C)cc1C(=O)NCCC(=O)OCC)S2. The result is 0 (inactive). (3) The molecule is O=[N+]([O-])c1ccc(-c2noc(-c3ccc(Cl)cc3)c2C2=NCCN2)cc1. The result is 0 (inactive). (4) The compound is COC1C=COC2(C)Oc3c(C)c(O)c4c(O)c(c(C=NN5C(C)CN(Cc6ccccc6)CC5C)c(O)c4c3C2=O)NC(=O)C(C)=CC=CC(C)C(O)C(C)C(O)C(C)C(OC(C)=O)C1C. The result is 0 (inactive).